Dataset: Reaction yield outcomes from USPTO patents with 853,638 reactions. Task: Predict the reaction yield, written as a fraction of the theoretical maximum amount of product (1.0 means a 100% yield; for example, 0.34 means a 34% yield). (1) The reactants are Cl.[NH2:2][CH:3]1[CH2:8][CH2:7][CH2:6][CH2:5][C:4]1=O.[S-:10][C:11]#[N:12].[K+]. The catalyst is O. The product is [NH:12]1[C:4]2[CH2:5][CH2:6][CH2:7][CH2:8][C:3]=2[N:2]=[C:11]1[SH:10]. The yield is 0.620. (2) The reactants are [C:1]([O:5][C:6]([N:8]1[CH2:17][C:16]2[N:12]([C:13]([CH:18]3[CH2:23][CH2:22][C:21](=[O:24])[CH2:20][CH2:19]3)=[N:14][N:15]=2)[C:11]2[CH:25]=[CH:26][C:27]([Cl:29])=[CH:28][C:10]=2[CH2:9]1)=[O:7])([CH3:4])([CH3:3])[CH3:2].[C:30]1([Mg]Cl)[CH:35]=[CH:34][CH:33]=[CH:32][CH:31]=1. The catalyst is O1CCCC1. The product is [C:1]([O:5][C:6]([N:8]1[CH2:17][C:16]2[N:12]([C:13]([CH:18]3[CH2:19][CH2:20][C:21]([OH:24])([C:30]4[CH:35]=[CH:34][CH:33]=[CH:32][CH:31]=4)[CH2:22][CH2:23]3)=[N:14][N:15]=2)[C:11]2[CH:25]=[CH:26][C:27]([Cl:29])=[CH:28][C:10]=2[CH2:9]1)=[O:7])([CH3:4])([CH3:2])[CH3:3]. The yield is 0.420. (3) The reactants are [Cl:1][C:2]1[CH:10]=[C:9]([N:11]2[CH2:16][CH2:15][O:14][CH2:13][S:12]2(=[O:18])=[O:17])[CH:8]=[CH:7][C:3]=1[C:4]([OH:6])=O.[NH2:19][C:20]1[CH:21]=[CH:22][C:23]([Cl:34])=[C:24]([NH:26][C:27]([C:29]2[S:30][CH:31]=[CH:32][N:33]=2)=[O:28])[CH:25]=1.CN(C(ON1N=NC2C=CC=NC1=2)=[N+](C)C)C.F[P-](F)(F)(F)(F)F.CCN(C(C)C)C(C)C. The catalyst is CN(C=O)C.CCOC(C)=O. The product is [Cl:34][C:23]1[CH:22]=[CH:21][C:20]([NH:19][C:4](=[O:6])[C:3]2[CH:7]=[CH:8][C:9]([N:11]3[CH2:16][CH2:15][O:14][CH2:13][S:12]3(=[O:18])=[O:17])=[CH:10][C:2]=2[Cl:1])=[CH:25][C:24]=1[NH:26][C:27]([C:29]1[S:30][CH:31]=[CH:32][N:33]=1)=[O:28]. The yield is 0.780. (4) The yield is 0.940. The reactants are C([O:5][C:6](=[O:18])[CH2:7][C:8]1([C:14]([O:16][CH3:17])=[O:15])[CH2:13][CH2:12][O:11][CH2:10][CH2:9]1)(C)(C)C.FC(F)(F)C(O)=O. The catalyst is ClCCl. The product is [CH3:17][O:16][C:14]([C:8]1([CH2:7][C:6]([OH:18])=[O:5])[CH2:9][CH2:10][O:11][CH2:12][CH2:13]1)=[O:15]. (5) The reactants are C[N:2](C)[CH:3]=[CH:4][C:5]([C:7]1[C:12](=[O:13])[CH:11]=[CH:10][N:9]([C:14]2[CH:19]=[CH:18][C:17]([S:20]([CH3:23])(=[O:22])=[O:21])=[CH:16][CH:15]=2)[N:8]=1)=O.[C:25]1([NH:31]N)[CH:30]=[CH:29][CH:28]=[CH:27][CH:26]=1. The catalyst is CO. The product is [CH3:23][S:20]([C:17]1[CH:18]=[CH:19][C:14]([N:9]2[CH:10]=[CH:11][C:12](=[O:13])[C:7]([C:5]3[N:31]([C:25]4[CH:30]=[CH:29][CH:28]=[CH:27][CH:26]=4)[N:2]=[CH:3][CH:4]=3)=[N:8]2)=[CH:15][CH:16]=1)(=[O:22])=[O:21]. The yield is 0.0600. (6) The reactants are [Cl:1][C:2]1[CH:3]=[C:4]([C@H:9]2[CH2:13][CH2:12][CH2:11][N:10]2[C:14]2[CH:19]=[CH:18][N:17]3[N:20]=[CH:21][C:22]([NH2:23])=[C:16]3[N:15]=2)[CH:5]=[C:6]([F:8])[CH:7]=1.C1N=CN([C:29]([N:31]2[CH:35]=N[CH:33]=[CH:32]2)=[O:30])C=1.Cl.N1CC([OH:41])C1.CCN(C(C)C)C(C)C. The catalyst is C(Cl)Cl. The product is [Cl:1][C:2]1[CH:3]=[C:4]([C@H:9]2[CH2:13][CH2:12][CH2:11][N:10]2[C:14]2[CH:19]=[CH:18][N:17]3[N:20]=[CH:21][C:22]([NH:23][C:29]([N:31]4[CH2:32][CH:33]([OH:41])[CH2:35]4)=[O:30])=[C:16]3[N:15]=2)[CH:5]=[C:6]([F:8])[CH:7]=1. The yield is 0.740.